Dataset: NCI-60 drug combinations with 297,098 pairs across 59 cell lines. Task: Regression. Given two drug SMILES strings and cell line genomic features, predict the synergy score measuring deviation from expected non-interaction effect. (1) Drug 1: CN(C)C1=NC(=NC(=N1)N(C)C)N(C)C. Drug 2: CCCCC(=O)OCC(=O)C1(CC(C2=C(C1)C(=C3C(=C2O)C(=O)C4=C(C3=O)C=CC=C4OC)O)OC5CC(C(C(O5)C)O)NC(=O)C(F)(F)F)O. Cell line: SF-295. Synergy scores: CSS=-3.84, Synergy_ZIP=-2.04, Synergy_Bliss=-7.40, Synergy_Loewe=-5.20, Synergy_HSA=-5.84. (2) Drug 1: C(=O)(N)NO. Drug 2: C1=NC2=C(N1)C(=S)N=CN2. Cell line: EKVX. Synergy scores: CSS=8.01, Synergy_ZIP=-1.22, Synergy_Bliss=2.01, Synergy_Loewe=-8.41, Synergy_HSA=1.21. (3) Drug 1: CS(=O)(=O)C1=CC(=C(C=C1)C(=O)NC2=CC(=C(C=C2)Cl)C3=CC=CC=N3)Cl. Drug 2: CC1C(C(CC(O1)OC2CC(CC3=C2C(=C4C(=C3O)C(=O)C5=C(C4=O)C(=CC=C5)OC)O)(C(=O)CO)O)N)O.Cl. Cell line: TK-10. Synergy scores: CSS=38.2, Synergy_ZIP=-1.11, Synergy_Bliss=-1.98, Synergy_Loewe=-1.48, Synergy_HSA=-0.0487. (4) Drug 1: C1CCC(C1)C(CC#N)N2C=C(C=N2)C3=C4C=CNC4=NC=N3. Drug 2: C(CC(=O)O)C(=O)CN.Cl. Cell line: MALME-3M. Synergy scores: CSS=4.90, Synergy_ZIP=-3.32, Synergy_Bliss=-3.11, Synergy_Loewe=-4.15, Synergy_HSA=-4.40. (5) Drug 1: C1CN1P(=S)(N2CC2)N3CC3. Drug 2: CCC1=C2CN3C(=CC4=C(C3=O)COC(=O)C4(CC)O)C2=NC5=C1C=C(C=C5)O. Cell line: A549. Synergy scores: CSS=36.9, Synergy_ZIP=-6.89, Synergy_Bliss=4.74, Synergy_Loewe=-12.4, Synergy_HSA=5.18. (6) Cell line: NCI-H322M. Drug 1: C1=CC(=CC=C1CCCC(=O)O)N(CCCl)CCCl. Synergy scores: CSS=12.0, Synergy_ZIP=2.51, Synergy_Bliss=5.55, Synergy_Loewe=-8.16, Synergy_HSA=3.10. Drug 2: CC1CCC2CC(C(=CC=CC=CC(CC(C(=O)C(C(C(=CC(C(=O)CC(OC(=O)C3CCCCN3C(=O)C(=O)C1(O2)O)C(C)CC4CCC(C(C4)OC)OCCO)C)C)O)OC)C)C)C)OC. (7) Drug 1: CS(=O)(=O)C1=CC(=C(C=C1)C(=O)NC2=CC(=C(C=C2)Cl)C3=CC=CC=N3)Cl. Drug 2: CCC(=C(C1=CC=CC=C1)C2=CC=C(C=C2)OCCN(C)C)C3=CC=CC=C3.C(C(=O)O)C(CC(=O)O)(C(=O)O)O. Cell line: LOX IMVI. Synergy scores: CSS=61.9, Synergy_ZIP=39.4, Synergy_Bliss=38.9, Synergy_Loewe=42.5, Synergy_HSA=42.7. (8) Drug 1: C1CCN(CC1)CCOC2=CC=C(C=C2)C(=O)C3=C(SC4=C3C=CC(=C4)O)C5=CC=C(C=C5)O. Drug 2: CC1C(C(=O)NC(C(=O)N2CCCC2C(=O)N(CC(=O)N(C(C(=O)O1)C(C)C)C)C)C(C)C)NC(=O)C3=C4C(=C(C=C3)C)OC5=C(C(=O)C(=C(C5=N4)C(=O)NC6C(OC(=O)C(N(C(=O)CN(C(=O)C7CCCN7C(=O)C(NC6=O)C(C)C)C)C)C(C)C)C)N)C. Cell line: SF-539. Synergy scores: CSS=22.3, Synergy_ZIP=-6.81, Synergy_Bliss=-7.30, Synergy_Loewe=-48.4, Synergy_HSA=-5.96. (9) Drug 1: C1=NC2=C(N1)C(=S)N=C(N2)N. Drug 2: C1=CC=C(C=C1)NC(=O)CCCCCCC(=O)NO. Cell line: RPMI-8226. Synergy scores: CSS=44.0, Synergy_ZIP=-1.27, Synergy_Bliss=-1.67, Synergy_Loewe=-6.62, Synergy_HSA=0.446. (10) Drug 1: CCC(=C(C1=CC=CC=C1)C2=CC=C(C=C2)OCCN(C)C)C3=CC=CC=C3.C(C(=O)O)C(CC(=O)O)(C(=O)O)O. Drug 2: CC1C(C(CC(O1)OC2CC(CC3=C2C(=C4C(=C3O)C(=O)C5=CC=CC=C5C4=O)O)(C(=O)C)O)N)O. Cell line: UO-31. Synergy scores: CSS=50.4, Synergy_ZIP=-2.95, Synergy_Bliss=-0.913, Synergy_Loewe=-2.89, Synergy_HSA=1.72.